From a dataset of Full USPTO retrosynthesis dataset with 1.9M reactions from patents (1976-2016). Predict the reactants needed to synthesize the given product. Given the product [Br:1][C:2]1[CH:3]=[C:4]2[C:9](=[CH:10][CH:11]=1)[CH2:8][N:7]([S:53]([CH2:52][C@@:45]1([CH3:44])[NH:46][C:47](=[O:51])[NH:48][C:49]1=[O:50])(=[O:54])=[O:55])[CH2:6][CH2:5]2, predict the reactants needed to synthesize it. The reactants are: [Br:1][C:2]1[CH:3]=[C:4]2[C:9](=[CH:10][CH:11]=1)[CH2:8][N:7](C(=O)C(F)(F)F)[CH2:6][CH2:5]2.BrC1C=CC=C2C=1CN(C(=O)C(F)(F)F)CC2.CCN(C(C)C)C(C)C.[CH3:44][C@@:45]1([CH2:52][S:53](Cl)(=[O:55])=[O:54])[C:49](=[O:50])[NH:48][C:47](=[O:51])[NH:46]1.